From a dataset of Peptide-MHC class II binding affinity with 134,281 pairs from IEDB. Regression. Given a peptide amino acid sequence and an MHC pseudo amino acid sequence, predict their binding affinity value. This is MHC class II binding data. (1) The peptide sequence is GKKEEKKEEKKESGD. The MHC is HLA-DQA10201-DQB10202 with pseudo-sequence HLA-DQA10201-DQB10202. The binding affinity (normalized) is 0. (2) The peptide sequence is HAPAAPANPGLI. The MHC is DRB1_1501 with pseudo-sequence DRB1_1501. The binding affinity (normalized) is 0.0451.